From a dataset of Forward reaction prediction with 1.9M reactions from USPTO patents (1976-2016). Predict the product of the given reaction. (1) The product is: [Br:23][C:24]1[CH:29]=[CH:28][N:27]=[C:26]2[N:30]([CH3:34])[CH:31]=[C:32]([C:10]3[CH:9]=[C:8]4[C:4]([CH:5]=[CH:6][N:7]4[CH2:20][CH2:21][OH:22])=[CH:3][C:2]=3[F:1])[C:25]=12. Given the reactants [F:1][C:2]1[CH:3]=[C:4]2[C:8](=[CH:9][C:10]=1B1OC(C)(C)C(C)(C)O1)[N:7]([CH2:20][CH2:21][OH:22])[CH:6]=[CH:5]2.[Br:23][C:24]1[CH:29]=[CH:28][N:27]=[C:26]2[N:30]([CH3:34])[CH:31]=[C:32](I)[C:25]=12, predict the reaction product. (2) Given the reactants [C:1]1([C:7]2[NH:8][CH:9]=[CH:10][N:11]=2)[CH:6]=[CH:5][CH:4]=[CH:3][CH:2]=1.Br[CH2:13][C:14]#[N:15], predict the reaction product. The product is: [C:1]1([C:7]2[N:11]([CH2:13][C:14]#[N:15])[CH:10]=[CH:9][N:8]=2)[CH:2]=[CH:3][CH:4]=[CH:5][CH:6]=1. (3) The product is: [Cl:1][C:2]1[CH:8]=[CH:7][C:5]([NH:6][C:10](=[O:12])[CH3:11])=[C:4]([F:9])[CH:3]=1. Given the reactants [Cl:1][C:2]1[CH:8]=[CH:7][C:5]([NH2:6])=[C:4]([F:9])[CH:3]=1.[C:10](O)(=[O:12])[CH3:11], predict the reaction product. (4) Given the reactants Br[C:2]1[CH:7]=[CH:6][CH:5]=[CH:4][N:3]=1.[CH2:8]([N:12]1[N:16]=[C:15]2[CH:17]=[CH:18][C:19]([CH3:22])=[C:20]([CH3:21])[C:14]2=[N:13]1)[CH2:9][C:10]#[CH:11], predict the reaction product. The product is: [CH3:21][C:20]1[C:14]2[C:15](=[N:16][N:12]([CH2:8][CH2:9][C:10]#[C:11][C:2]3[CH:7]=[CH:6][CH:5]=[CH:4][N:3]=3)[N:13]=2)[CH:17]=[CH:18][C:19]=1[CH3:22]. (5) Given the reactants [Cl:1][C:2]1[CH:10]=[CH:9][C:5]([C:6]([OH:8])=O)=[CH:4][C:3]=1[N:11]1[CH:15]=[C:14]([C:16]2[CH:17]=[N:18][CH:19]=[CH:20][CH:21]=2)[N:13]=[N:12]1.[NH2:22][C:23]1[C:24]([O:38][CH3:39])=[C:25]([NH:33][S:34]([CH3:37])(=[O:36])=[O:35])[CH:26]=[C:27]([C:29]([CH3:32])([CH3:31])[CH3:30])[CH:28]=1, predict the reaction product. The product is: [C:29]([C:27]1[CH:26]=[C:25]([NH:33][S:34]([CH3:37])(=[O:36])=[O:35])[C:24]([O:38][CH3:39])=[C:23]([NH:22][C:6](=[O:8])[C:5]2[CH:9]=[CH:10][C:2]([Cl:1])=[C:3]([N:11]3[CH:15]=[C:14]([C:16]4[CH:17]=[N:18][CH:19]=[CH:20][CH:21]=4)[N:13]=[N:12]3)[CH:4]=2)[CH:28]=1)([CH3:32])([CH3:30])[CH3:31]. (6) Given the reactants [Cl:1][C:2]1[C:11]2[C:6](=[CH:7][CH:8]=[CH:9][CH:10]=2)[CH:5]=[CH:4][N:3]=1.[N+:12]([O-])([OH:14])=[O:13].[N+]([O-])([O-])=O.[K+], predict the reaction product. The product is: [Cl:1][C:2]1[C:11]2[C:6](=[C:7]([N+:12]([O-:14])=[O:13])[CH:8]=[CH:9][CH:10]=2)[CH:5]=[CH:4][N:3]=1. (7) Given the reactants [Cl:1][C:2]1[CH:7]=[CH:6][C:5]([C:8]2[N:9]=[C:10]([C:13]([OH:15])=O)[S:11][CH:12]=2)=[CH:4][CH:3]=1.C1N=CN(C(N2C=NC=C2)=O)C=1.[NH2:28][CH2:29][CH2:30][C:31]1[CH:36]=[CH:35][N:34]=[CH:33][CH:32]=1.C(Cl)(Cl)Cl, predict the reaction product. The product is: [N:34]1[CH:35]=[CH:36][C:31]([CH2:30][CH2:29][NH:28][C:13]([C:10]2[S:11][CH:12]=[C:8]([C:5]3[CH:4]=[CH:3][C:2]([Cl:1])=[CH:7][CH:6]=3)[N:9]=2)=[O:15])=[CH:32][CH:33]=1. (8) The product is: [N:30]1([CH:27]2[CH2:26][CH2:25][N:24]([C:22]([C:21]3[CH:43]=[CH:44][C:18]([C:15]4[CH:16]=[CH:17][C:12]5[N:13]([C:9]([C:6]6[CH:5]=[CH:4][C:3]([C:1]#[N:2])=[CH:8][CH:7]=6)=[CH:10][N:11]=5)[CH:14]=4)=[CH:19][CH:20]=3)=[O:23])[CH2:29][CH2:28]2)[CH2:35][CH2:34][NH:33][CH2:32][CH2:31]1. Given the reactants [C:1]([C:3]1[CH:8]=[CH:7][C:6]([C:9]2[N:13]3[CH:14]=[C:15]([C:18]4[CH:44]=[CH:43][C:21]([C:22]([N:24]5[CH2:29][CH2:28][CH:27]([N:30]6[CH2:35][CH2:34][N:33](C(OC(C)(C)C)=O)[CH2:32][CH2:31]6)[CH2:26][CH2:25]5)=[O:23])=[CH:20][CH:19]=4)[CH:16]=[CH:17][C:12]3=[N:11][CH:10]=2)=[CH:5][CH:4]=1)#[N:2].C(O)(C(F)(F)F)=O, predict the reaction product. (9) The product is: [CH2:21]([N:22]([CH3:25])[CH2:3][C@@H:2]([OH:1])[CH2:4][O:5][C:6]1[CH:11]=[CH:10][CH:9]=[C:8]([C:12]2[C:20]3[C:15](=[N:16][CH:17]=[CH:18][CH:19]=3)[O:14][N:13]=2)[CH:7]=1)[C:6]1[CH:7]=[CH:8][CH:9]=[CH:10][CH:11]=1. Given the reactants [O:1]1[CH2:3][C@@H:2]1[CH2:4][O:5][C:6]1[CH:7]=[C:8]([C:12]2[C:20]3[C:15](=[N:16][CH:17]=[CH:18][CH:19]=3)[O:14][N:13]=2)[CH:9]=[CH:10][CH:11]=1.[CH3:21][N:22]([CH3:25])C=O, predict the reaction product.